From a dataset of B-cell epitopes from IEDB database with 3,159 antigens for binding position prediction. Token-level Classification. Given an antigen amino acid sequence, predict which amino acid positions are active epitope sites capable of antibody binding. Output is a list of indices for active positions. Given the antigen sequence: MIRIKKKLILTIIYIHLFILNRLSFENAIKKTKNQENNLTLLPIKSTEEEKDDIKNGKDIKKEIDNDKENIKTNNAKDHSTYIKSYLNTNVNDGLKYLFIPSHNSFIKKYSVFNQINDGMLLNEKNDVKNNEDYKNVDYKNVNFLQYHFKELSNYNIANSIDILQEKEGHLDFVIIPHYTFLDYYKHLSYNSIYHKSSTYGKCIAVDAFIKKINETYDKVKSKCNDIKNDLIATIKKLEHPYDINNKNDDSYRYDISEEIDDKSEETDDETEEVEDSIQDTDSNHTPSNKKKNDLMNRTFKKMMDEYNTKKKKLIKCIKNHENDFNKICMDMKNYGTNLFEQLSCYNNNFCNTNGIRYHYDEYIHKLILSVKSKNLNKDLSDMTNILQQSELLLTNLNKKMGSYIYIDTIKFIHKEMKHIFNRIEYHTKIINDKTKIIQDKIKLNIWRTFQKDELLKRILDMSNEYSLFITSDHLRQMLYNTFYSKEKHLNNIFHHLIYV..., which amino acid positions are active epitope sites? The epitope positions are: [241, 242, 243, 244, 245, 246, 247, 248, 249, 250, 251, 252, 253, 254, 255, 256, 257, 258, 259, 260]. The amino acids at these positions are: YDINNKNDDSYRYDISEEID.